This data is from Antibody-antigen binding affinity with 493 pairs from SAbDab. The task is: Regression. Given the amino acid sequences of an antibody and an antigen, predict their binding affinity value. We predict pKd (pKd = -log10(Kd in M); higher means stronger binding). The antibody sequence is ['EVQLQQSGAELVKAGASVKLSCPASGLNIKDTYMHWVKQRPEQGLEWIGRIDPANGNTKFDPKFQGKATITADTSSNTAYLQLSSLTSEDTAVYYCARGVFGFFDYWGQGTTLTVSSAKTTAPSVYPLAPVCGDTTGSSVTLGCLVKGYFPEPVTLTWNSGSLSSGVHTFPAVLQSDLYTLSSSVTVTSSTWPSQSITCNVAHPASSTKVDKKIVPR', 'DIQMTQSSSSFSVSLGDRVTITCKATEDIYNRLAWYQQKPGSAPRLLISGATSLETGVPSRFSGSGSGKDYTLSITSLQTEDVATYYCQQFWSAPYTFGGGTKLEIKRADAAPTVSIFPPSSEQLTSGGASVVCFLNNFYPKDINVKWKIDGSERQNGVLNSWTDQDSKDSTYSMSSTLTLTKDEYERHNSYTCEATHKTSTSPIVKSFNRNEC']. The antigen (small inducible cytokine a2) has sequence QPDAINAPVTCCYNFTNRKISVQRLASYRRITSSKCPKEAVIFKTIVAKEICADPKQKWVQDSMDHLDKQTQTPKT. The pKd is 11.